Predict the reactants needed to synthesize the given product. From a dataset of Full USPTO retrosynthesis dataset with 1.9M reactions from patents (1976-2016). (1) The reactants are: [C:1]([O:5][C:6]([N:8]([CH2:15][CH2:16][CH2:17][N:18]1[C:22]([C:23]2[CH:28]=[CH:27][C:26]([F:29])=[CH:25][CH:24]=2)=[CH:21][S:20][C:19]1=[N:30][C:31]1[CH:36]=[CH:35][C:34]([Cl:37])=[CH:33][C:32]=1[O:38][CH3:39])[CH2:9][C:10](OCC)=[O:11])=[O:7])([CH3:4])([CH3:3])[CH3:2].[BH4-].[Li+].O. Given the product [Cl:37][C:34]1[CH:35]=[CH:36][C:31]([N:30]=[C:19]2[N:18]([CH2:17][CH2:16][CH2:15][N:8]([CH2:9][CH2:10][OH:11])[C:6](=[O:7])[O:5][C:1]([CH3:4])([CH3:3])[CH3:2])[C:22]([C:23]3[CH:24]=[CH:25][C:26]([F:29])=[CH:27][CH:28]=3)=[CH:21][S:20]2)=[C:32]([O:38][CH3:39])[CH:33]=1, predict the reactants needed to synthesize it. (2) Given the product [CH3:1][C:2]1[S:6][C:5]2[CH2:7][CH2:8][N:9]=[C:10]([CH2:11][CH2:12][C:13]3[CH:18]=[CH:17][C:16]([C:19]([F:22])([F:21])[F:20])=[CH:15][CH:14]=3)[C:4]=2[CH:3]=1, predict the reactants needed to synthesize it. The reactants are: [CH3:1][C:2]1[S:6][C:5]([CH2:7][CH2:8][NH:9][C:10](=O)[CH2:11][CH2:12][C:13]2[CH:18]=[CH:17][C:16]([C:19]([F:22])([F:21])[F:20])=[CH:15][CH:14]=2)=[CH:4][CH:3]=1.O=P(Cl)(Cl)Cl.